Dataset: Forward reaction prediction with 1.9M reactions from USPTO patents (1976-2016). Task: Predict the product of the given reaction. (1) Given the reactants Br[C:2]1[CH:7]=[CH:6][C:5]([C:8]([N:10]2[CH2:15][CH2:14][N:13]([C:16]3[C:21]([CH3:22])=[CH:20][C:19]([CH3:23])=[CH:18][N:17]=3)[CH2:12][CH2:11]2)=[O:9])=[C:4]([S:24]([CH3:27])(=[O:26])=[O:25])[CH:3]=1.[S:28]1(=[O:35])(=[O:34])[CH2:33][CH2:32][CH2:31][CH2:30][NH:29]1, predict the reaction product. The product is: [CH3:22][C:21]1[C:16]([N:13]2[CH2:14][CH2:15][N:10]([C:8]([C:5]3[CH:6]=[CH:7][C:2]([N:29]4[CH2:30][CH2:31][CH2:32][CH2:33][S:28]4(=[O:35])=[O:34])=[CH:3][C:4]=3[S:24]([CH3:27])(=[O:26])=[O:25])=[O:9])[CH2:11][CH2:12]2)=[N:17][CH:18]=[C:19]([CH3:23])[CH:20]=1. (2) Given the reactants [Br:1][C:2]1[CH:3]=[CH:4][C:5]2[C:9]([CH:10]=1)=[N:8][N:7]1[C:11](=[O:28])[CH:12]=[C:13]([CH:15]3[CH2:20][CH2:19][N:18](C(OC(C)(C)C)=O)[CH2:17][CH2:16]3)[NH:14][C:6]=21.[ClH:29], predict the reaction product. The product is: [ClH:29].[Br:1][C:2]1[CH:3]=[CH:4][C:5]2[C:9]([CH:10]=1)=[N:8][N:14]1[C:13]([CH:15]3[CH2:20][CH2:19][NH:18][CH2:17][CH2:16]3)=[CH:12][C:11](=[O:28])[NH:7][C:6]=21. (3) Given the reactants [OH:1][CH:2]([C@@H:14]([NH:19][C:20](=[O:36])[O:21][CH2:22][C:23]1([CH2:27][CH2:28][CH2:29][C:30]2[CH:35]=[CH:34][CH:33]=[CH:32][CH:31]=2)[CH2:26][CH2:25][CH2:24]1)[CH2:15][CH2:16][CH2:17][CH3:18])[C:3](=[O:13])[NH:4][C@@H:5]([C:7]1[CH:12]=[CH:11][CH:10]=[CH:9][CH:8]=1)[CH3:6].OC([C@@H](NC(=O)OCC1(CCC2C=CC=CC=2)CCC1)CCCC)C(=O)N[C@@H](C1C=CC=CC=1)C, predict the reaction product. The product is: [O:13]=[C:3]([NH:4][C@@H:5]([C:7]1[CH:12]=[CH:11][CH:10]=[CH:9][CH:8]=1)[CH3:6])[C:2]([C@@H:14]([NH:19][C:20](=[O:36])[O:21][CH2:22][C:23]1([CH2:27][CH2:28][CH2:29][C:30]2[CH:31]=[CH:32][CH:33]=[CH:34][CH:35]=2)[CH2:24][CH2:25][CH2:26]1)[CH2:15][CH2:16][CH2:17][CH3:18])=[O:1]. (4) Given the reactants [NH2:1][C:2]1[N:7]=[C:6]([C:8]2[O:9][CH:10]=[CH:11][CH:12]=2)[C:5]([C:13]2[CH:14]=[CH:15][C:16](=[O:19])[NH:17][CH:18]=2)=[CH:4][N:3]=1.[CH3:20][O-].[Na+].IC, predict the reaction product. The product is: [NH2:1][C:2]1[N:7]=[C:6]([C:8]2[O:9][CH:10]=[CH:11][CH:12]=2)[C:5]([C:13]2[CH:14]=[CH:15][C:16](=[O:19])[N:17]([CH3:20])[CH:18]=2)=[CH:4][N:3]=1.